Dataset: Forward reaction prediction with 1.9M reactions from USPTO patents (1976-2016). Task: Predict the product of the given reaction. Given the reactants CC1(C)C(C)(C)OB([C:9]2[CH:14]=[CH:13][C:12]([C:15]3[NH:19][C:18]([C@@H:20]4[CH2:24][CH2:23][CH2:22][N:21]4[C:25]([O:27][C:28]([CH3:31])([CH3:30])[CH3:29])=[O:26])=[N:17][CH:16]=3)=[CH:11][CH:10]=2)O1.I[C:34]1[CH:39]=[CH:38][C:37]([C:40]2[NH:44][N:43]=[C:42]([C@@H:45]3[CH2:49][CH2:48][CH2:47][N:46]3[C:50]([O:52][C:53]([CH3:56])([CH3:55])[CH3:54])=[O:51])[CH:41]=2)=[CH:36][CH:35]=1.C([O-])(O)=O.[Na+], predict the reaction product. The product is: [C:28]([O:27][C:25]([N:21]1[CH2:22][CH2:23][CH2:24][C@H:20]1[C:18]1[NH:19][C:15]([C:12]2[CH:13]=[CH:14][C:9]([C:34]3[CH:39]=[CH:38][C:37]([C:40]4[NH:44][N:43]=[C:42]([C@@H:45]5[CH2:49][CH2:48][CH2:47][N:46]5[C:50]([O:52][C:53]([CH3:56])([CH3:55])[CH3:54])=[O:51])[CH:41]=4)=[CH:36][CH:35]=3)=[CH:10][CH:11]=2)=[CH:16][N:17]=1)=[O:26])([CH3:31])([CH3:29])[CH3:30].